From a dataset of Full USPTO retrosynthesis dataset with 1.9M reactions from patents (1976-2016). Predict the reactants needed to synthesize the given product. (1) Given the product [F:12][C:9]([F:10])([F:11])[C:7]1[CH:6]=[C:5]([CH:4]=[C:3]([C:2]([F:1])([F:34])[F:35])[CH:8]=1)[C:13]([N:15]1[C:24]2[C:19](=[CH:20][CH:21]=[CH:22][CH:23]=2)[C@H:18]([N:25]([C:26]2[CH:27]=[CH:28][C:29]([Cl:32])=[CH:30][CH:31]=2)[C:46](=[O:48])[CH3:47])[CH2:17][C@@H:16]1[CH3:33])=[O:14], predict the reactants needed to synthesize it. The reactants are: [F:1][C:2]([F:35])([F:34])[C:3]1[CH:4]=[C:5]([C:13]([N:15]2[C:24]3[C:19](=[CH:20][CH:21]=[CH:22][CH:23]=3)[C@H:18]([NH:25][C:26]3[CH:31]=[CH:30][C:29]([Cl:32])=[CH:28][CH:27]=3)[CH2:17][C@@H:16]2[CH3:33])=[O:14])[CH:6]=[C:7]([C:9]([F:12])([F:11])[F:10])[CH:8]=1.C(N(CC)CC)C.C(Cl)Cl.[C:46](Cl)(=[O:48])[CH3:47]. (2) The reactants are: [C:1]1([CH2:11][NH:12][C:13]2[CH:18]=[CH:17][C:16]([C:19]#[N:20])=[CH:15][C:14]=2[NH2:21])[C:10]2[C:5](=[CH:6][CH:7]=[CH:8][CH:9]=2)[CH:4]=[CH:3][CH:2]=1.C(O[C:25]([S-])=[S:26])C.[K+].C. Given the product [C:1]1([CH2:11][N:12]2[C:13]3[CH:18]=[CH:17][C:16]([C:19]#[N:20])=[CH:15][C:14]=3[N:21]=[C:25]2[SH:26])[C:10]2[C:5](=[CH:6][CH:7]=[CH:8][CH:9]=2)[CH:4]=[CH:3][CH:2]=1, predict the reactants needed to synthesize it.